Dataset: Drug-target binding data from BindingDB using IC50 measurements. Task: Regression. Given a target protein amino acid sequence and a drug SMILES string, predict the binding affinity score between them. We predict pIC50 (pIC50 = -log10(IC50 in M); higher means more potent). Dataset: bindingdb_ic50. The small molecule is O=c1cc(-c2ccccc2)oc2c1ccc1ccccc12. The target protein (P36537) has sequence MALKWTTVLLIQLSFYFSSGSCGKVLVWAAEYSLWMNMKTILKELVQRGHEVTVLASSASILFDPNDSSTLKLEVYPTSLTKTEFENIIMQLVKRLSEIQKDTFWLPFSQEQEILWAINDIIRNFCKDVVSNKKLMKKLQESRFDIVFADAYLPCGELLAELFNIPFVYSHSFSPGYSFERHSGGFIFPPSYVPVVMSKLSDQMTFMERVKNMLYVLYFDFWFQIFNMKKWDQFYSEVLGRPTTLSETMRKADIWLMRNSWNFKFPHPFLPNVDFVGGLHCKPAKPLPKEMEEFVQSSGENGVVVFSLGSMVSNMTEERANVIATALAKIPQKVLWRFDGNKPDALGLNTRLYKWIPQNDLLGHPKTRAFITHGGANGIYEAIYHGIPMVGIPLFFDQPDNIAHMKAKGAAVRVDFNTMSSTDLLNALKTVINDPSYKENIMKLSRIQHDQPVKPLDRAVFWIEFVMRHKGAKHLRVAAHNLTWFQYHSLDVIGFLLACV.... The pIC50 is 3.5.